From a dataset of Peptide-MHC class II binding affinity with 134,281 pairs from IEDB. Regression. Given a peptide amino acid sequence and an MHC pseudo amino acid sequence, predict their binding affinity value. This is MHC class II binding data. (1) The peptide sequence is IKDVLKYRWLNLSAN. The MHC is H-2-IAb with pseudo-sequence H-2-IAb. The binding affinity (normalized) is 0.536. (2) The peptide sequence is IFFMSPKGISRMSMA. The MHC is DRB1_0404 with pseudo-sequence DRB1_0404. The binding affinity (normalized) is 0.241. (3) The peptide sequence is THDMCPDVMSAGESKHGL. The MHC is DRB1_0701 with pseudo-sequence DRB1_0701. The binding affinity (normalized) is 0. (4) The peptide sequence is SASVLSFMDKGIPFM. The MHC is DRB1_0701 with pseudo-sequence DRB1_0701. The binding affinity (normalized) is 0.455. (5) The peptide sequence is IGRIAETILGYNPSA. The MHC is DRB1_0701 with pseudo-sequence DRB1_0701. The binding affinity (normalized) is 0.391.